Dataset: Catalyst prediction with 721,799 reactions and 888 catalyst types from USPTO. Task: Predict which catalyst facilitates the given reaction. (1) Reactant: [C:1]([C:3]1[CH:12]=[CH:11][C:10]2[C:5](=[CH:6][CH:7]=[C:8]([C:13]([NH:15][C:16]3[C:21]([CH3:22])=[CH:20][C:19]([C:23]([F:35])([C:28]([F:34])([F:33])[C:29]([F:32])([F:31])[F:30])[C:24]([F:27])([F:26])[F:25])=[CH:18][C:17]=3[CH2:36][CH3:37])=[O:14])[CH:9]=2)[N+:4]=1[O-])#[N:2].P(Br)(Br)([Br:41])=O.C(=O)([O-])O.[Na+]. Product: [Br:41][C:11]1[C:10]2[C:5](=[CH:6][CH:7]=[C:8]([C:13]([NH:15][C:16]3[C:21]([CH3:22])=[CH:20][C:19]([C:23]([F:35])([C:28]([F:34])([F:33])[C:29]([F:32])([F:31])[F:30])[C:24]([F:27])([F:26])[F:25])=[CH:18][C:17]=3[CH2:36][CH3:37])=[O:14])[CH:9]=2)[N:4]=[C:3]([C:1]#[N:2])[CH:12]=1. The catalyst class is: 10. (2) Product: [Br:1][CH:2]1[CH:6]([CH3:7])[O:5][C:4]([CH3:9])([CH3:8])[C:3]1=[O:10]. Reactant: [Br:1][C:2]1[CH:6]([CH3:7])[O:5][C:4]([CH3:9])([CH3:8])[C:3]=1[O:10]C(=O)C.BrBr. The catalyst class is: 22. (3) Reactant: [S:1]1[CH:5]=[C:4]([CH2:6][N:7]2[CH:11]=[CH:10][C:9](/[CH:12]=[C:13]3\[CH2:14][N:15]([C:20]([C:33]4[CH:38]=[CH:37][CH:36]=[CH:35][CH:34]=4)([C:27]4[CH:32]=[CH:31][CH:30]=[CH:29][CH:28]=4)[C:21]4[CH:26]=[CH:25][CH:24]=[CH:23][CH:22]=4)[CH2:16][CH2:17][C:18]\3=[O:19])=[N:8]2)[N:3]=[CH:2]1.[BH4-].[Na+].O.C(OCC)(=O)C. Product: [S:1]1[CH:5]=[C:4]([CH2:6][N:7]2[CH:11]=[CH:10][C:9](/[CH:12]=[C:13]3\[CH2:14][N:15]([C:20]([C:33]4[CH:38]=[CH:37][CH:36]=[CH:35][CH:34]=4)([C:27]4[CH:28]=[CH:29][CH:30]=[CH:31][CH:32]=4)[C:21]4[CH:26]=[CH:25][CH:24]=[CH:23][CH:22]=4)[CH2:16][CH2:17][CH:18]\3[OH:19])=[N:8]2)[N:3]=[CH:2]1. The catalyst class is: 5. (4) Reactant: [F:1][C:2]([F:13])([F:12])[C@H:3]([CH3:11])[C@@H:4]([C:6]([O:8][CH2:9][CH3:10])=[O:7])[NH2:5].C(N(CC)CC)C.[CH2:21]([O:28][C:29](ON1C(=O)CCC1=O)=[O:30])[C:22]1[CH:27]=[CH:26][CH:25]=[CH:24][CH:23]=1. Product: [CH2:21]([O:28][C:29]([NH:5][C@H:4]([C:6]([O:8][CH2:9][CH3:10])=[O:7])[C@H:3]([C:2]([F:12])([F:13])[F:1])[CH3:11])=[O:30])[C:22]1[CH:27]=[CH:26][CH:25]=[CH:24][CH:23]=1. The catalyst class is: 56.